Binary Classification. Given a drug SMILES string, predict its activity (active/inactive) in a high-throughput screening assay against a specified biological target. From a dataset of Serine/threonine kinase 33 screen with 319,792 compounds. (1) The compound is o1nc(nc1Cc1ccc(cc1)C)c1cc(ccc1)C. The result is 0 (inactive). (2) The molecule is O=C(NC12CC3CC(C1)CC(C2)C3)COC(=O)c1ncccc1. The result is 0 (inactive). (3) The molecule is O=C(NCCc1ccc(OC)cc1)CCc1ccc(OC)cc1. The result is 0 (inactive). (4) The molecule is Fc1ccc(Cn2c3c([nH]c2=O)cc(cc3)C(=O)Nc2c(F)cc(F)cc2)cc1. The result is 0 (inactive).